From a dataset of NCI-60 drug combinations with 297,098 pairs across 59 cell lines. Regression. Given two drug SMILES strings and cell line genomic features, predict the synergy score measuring deviation from expected non-interaction effect. (1) Drug 1: CN1C(=O)N2C=NC(=C2N=N1)C(=O)N. Drug 2: CC(C)(C#N)C1=CC(=CC(=C1)CN2C=NC=N2)C(C)(C)C#N. Cell line: OVCAR-8. Synergy scores: CSS=-2.41, Synergy_ZIP=1.27, Synergy_Bliss=-1.42, Synergy_Loewe=-5.00, Synergy_HSA=-3.72. (2) Drug 1: C1=CC(=CC=C1CCC2=CNC3=C2C(=O)NC(=N3)N)C(=O)NC(CCC(=O)O)C(=O)O. Drug 2: CCC1=CC2CC(C3=C(CN(C2)C1)C4=CC=CC=C4N3)(C5=C(C=C6C(=C5)C78CCN9C7C(C=CC9)(C(C(C8N6C)(C(=O)OC)O)OC(=O)C)CC)OC)C(=O)OC.C(C(C(=O)O)O)(C(=O)O)O. Cell line: T-47D. Synergy scores: CSS=37.8, Synergy_ZIP=-6.91, Synergy_Bliss=1.05, Synergy_Loewe=3.10, Synergy_HSA=3.12. (3) Drug 1: CC1=CC2C(CCC3(C2CCC3(C(=O)C)OC(=O)C)C)C4(C1=CC(=O)CC4)C. Drug 2: CC1C(C(CC(O1)OC2CC(CC3=C2C(=C4C(=C3O)C(=O)C5=C(C4=O)C(=CC=C5)OC)O)(C(=O)CO)O)N)O.Cl. Cell line: UACC62. Synergy scores: CSS=62.1, Synergy_ZIP=1.62, Synergy_Bliss=2.41, Synergy_Loewe=5.07, Synergy_HSA=4.83. (4) Drug 1: CCCS(=O)(=O)NC1=C(C(=C(C=C1)F)C(=O)C2=CNC3=C2C=C(C=N3)C4=CC=C(C=C4)Cl)F. Drug 2: C1CC(=O)NC(=O)C1N2CC3=C(C2=O)C=CC=C3N. Cell line: SK-MEL-5. Synergy scores: CSS=36.1, Synergy_ZIP=8.10, Synergy_Bliss=8.38, Synergy_Loewe=-19.0, Synergy_HSA=6.71.